This data is from Full USPTO retrosynthesis dataset with 1.9M reactions from patents (1976-2016). The task is: Predict the reactants needed to synthesize the given product. (1) Given the product [CH3:60][O:59][C:53]1[CH:54]=[CH:55][C:56]([CH3:58])=[CH:57][C:52]=1[NH:51][C:49](=[O:50])[NH:48][C:45]1[CH:44]=[CH:43][C:42]([N:39]2[CH2:38][CH2:37][N:36]([C:34]([OH:35])=[O:63])[CH2:41][CH2:40]2)=[CH:47][CH:46]=1, predict the reactants needed to synthesize it. The reactants are: [F-].C([N+](CCCC)(CCCC)CCCC)CCC.C([SiH2]OC(C)(C)C1C=CC=C(C)C=1N[C:34]([N:36]1[CH2:41][CH2:40][N:39]([C:42]2[CH:47]=[CH:46][C:45]([NH:48][C:49]([NH:51][C:52]3[CH:57]=[C:56]([CH3:58])[CH:55]=[CH:54][C:53]=3[O:59][CH3:60])=[O:50])=[CH:44][CH:43]=2)[CH2:38][CH2:37]1)=[O:35])(C)(C)C.[O:63]1CCCC1. (2) Given the product [OH:19][CH:11]1[C:10]2[C:5](=[CH:6][CH:7]=[CH:8][CH:9]=2)[C:4](=[O:15])[NH:3][C:2]1([CH3:16])[CH3:1], predict the reactants needed to synthesize it. The reactants are: [CH3:1][C:2]1([CH3:16])[CH:11](C(O)=O)[C:10]2[C:5](=[CH:6][CH:7]=[CH:8][CH:9]=2)[C:4](=[O:15])[NH:3]1.C([O-])(=[O:19])C.[K+].C([O-])(=O)C.[Pb+4].C([O-])(=O)C.C([O-])(=O)C.C([O-])(=O)C.O[Li].O. (3) The reactants are: Cl.NCC(C1C=CC=CC=1)=O.Cl.[NH2:13][CH:14]([C:18]1[CH:23]=[CH:22][CH:21]=[CH:20][CH:19]=1)[CH:15]([OH:17])[CH3:16].[CH3:24][C:25]1[C:26]([C:38]2[CH:43]=[CH:42][CH:41]=[CH:40][CH:39]=2)=[N:27][C:28]2[C:33]([C:34]=1[C:35](Cl)=[O:36])=[CH:32][CH:31]=[CH:30][CH:29]=2. Given the product [OH:17][CH:15]([CH:14]([NH:13][C:35]([C:34]1[C:33]2[C:28](=[CH:29][CH:30]=[CH:31][CH:32]=2)[N:27]=[C:26]([C:38]2[CH:43]=[CH:42][CH:41]=[CH:40][CH:39]=2)[C:25]=1[CH3:24])=[O:36])[C:18]1[CH:23]=[CH:22][CH:21]=[CH:20][CH:19]=1)[CH3:16], predict the reactants needed to synthesize it. (4) Given the product [CH:1]([N:4]1[CH:12]=[N:11][C:10]2[C:5]1=[N:6][C:7]([NH:21][C@@H:22]([CH2:29][CH3:30])[CH:23]([OH:28])[C:24]([CH3:27])([CH3:26])[CH3:25])=[N:8][C:9]=2[NH:13][CH2:14][C:15]1[CH:16]=[N:17][CH:18]=[CH:19][CH:20]=1)([CH3:3])[CH3:2], predict the reactants needed to synthesize it. The reactants are: [CH:1]([N:4]1[CH:12]=[N:11][C:10]2[C:5]1=[N:6][C:7]([NH:21][C@H:22]([CH2:29][CH3:30])[CH:23]([OH:28])[C:24]([CH3:27])([CH3:26])[CH3:25])=[N:8][C:9]=2[NH:13][CH2:14][C:15]1[CH:16]=[N:17][CH:18]=[CH:19][CH:20]=1)([CH3:3])[CH3:2].CCN(C(C)C)C(C)C.N[C@@H](CC)C(O)C(C)(C)C. (5) Given the product [ClH:23].[F:16][C:6]1[C:7]([O:11][C:12]([F:14])([F:15])[F:13])=[CH:8][CH:9]=[CH:10][C:5]=1[CH2:4][NH2:1], predict the reactants needed to synthesize it. The reactants are: [N:1]([CH2:4][C:5]1[CH:10]=[CH:9][CH:8]=[C:7]([O:11][C:12]([F:15])([F:14])[F:13])[C:6]=1[F:16])=[N+]=[N-].C(OC(=O)C)C.[ClH:23]. (6) Given the product [O:1]=[C:2]1[NH:8][CH2:7][CH2:6][CH2:5][N:4]2[C:9]3[N:15]=[C:14]([C:16]([OH:18])=[O:17])[CH:13]=[CH:12][C:10]=3[CH:11]=[C:3]12, predict the reactants needed to synthesize it. The reactants are: [O:1]=[C:2]1[NH:8][CH2:7][CH2:6][CH2:5][N:4]2[C:9]3[N:15]=[C:14]([C:16]([O:18]CC)=[O:17])[CH:13]=[CH:12][C:10]=3[CH:11]=[C:3]12.[OH-].[Na+]. (7) Given the product [NH2:1][C:2]1[C:7]([C:8]#[N:9])=[C:6]([C:10]2[CH:11]=[CH:12][C:13]([O:16][CH2:17][CH2:18][O:19][CH3:20])=[CH:14][CH:15]=2)[C:5]([C:21]#[N:22])=[C:4]([S:23][CH2:30][C:31]2[N:32]=[C:33]([C:36]3[CH:40]=[CH:39][S:38][CH:37]=3)[S:34][CH:35]=2)[N:3]=1, predict the reactants needed to synthesize it. The reactants are: [NH2:1][C:2]1[C:7]([C:8]#[N:9])=[C:6]([C:10]2[CH:15]=[CH:14][C:13]([O:16][CH2:17][CH2:18][O:19][CH3:20])=[CH:12][CH:11]=2)[C:5]([C:21]#[N:22])=[C:4]([SH:23])[N:3]=1.C(=O)(O)[O-].[Na+].Cl[CH2:30][C:31]1[N:32]=[C:33]([C:36]2[CH:40]=[CH:39][S:38][CH:37]=2)[S:34][CH:35]=1.O.